This data is from Full USPTO retrosynthesis dataset with 1.9M reactions from patents (1976-2016). The task is: Predict the reactants needed to synthesize the given product. Given the product [C:28]([NH:1][C:2]1[N:3]=[C:4]2[CH:9]=[CH:8][C:7]([O:10][C:11]3[CH:12]=[C:13]([NH:17][C:18]([C:20]4[CH:25]=[CH:24][CH:23]=[C:22]([CH3:26])[N:21]=4)=[O:19])[CH:14]=[CH:15][CH:16]=3)=[CH:6][N:5]2[CH:27]=1)(=[O:30])[CH3:29], predict the reactants needed to synthesize it. The reactants are: [NH2:1][C:2]1[N:3]=[C:4]2[CH:9]=[CH:8][C:7]([O:10][C:11]3[CH:12]=[C:13]([NH:17][C:18]([C:20]4[CH:25]=[CH:24][CH:23]=[C:22]([CH3:26])[N:21]=4)=[O:19])[CH:14]=[CH:15][CH:16]=3)=[CH:6][N:5]2[CH:27]=1.[C:28](Cl)(=[O:30])[CH3:29].